Dataset: NCI-60 drug combinations with 297,098 pairs across 59 cell lines. Task: Regression. Given two drug SMILES strings and cell line genomic features, predict the synergy score measuring deviation from expected non-interaction effect. (1) Drug 1: CC12CCC3C(C1CCC2=O)CC(=C)C4=CC(=O)C=CC34C. Drug 2: CCCCCOC(=O)NC1=NC(=O)N(C=C1F)C2C(C(C(O2)C)O)O. Cell line: SF-268. Synergy scores: CSS=38.4, Synergy_ZIP=3.22, Synergy_Bliss=5.85, Synergy_Loewe=-12.4, Synergy_HSA=3.95. (2) Drug 1: CC1=C(C=C(C=C1)NC(=O)C2=CC=C(C=C2)CN3CCN(CC3)C)NC4=NC=CC(=N4)C5=CN=CC=C5. Drug 2: C1CN(P(=O)(OC1)NCCCl)CCCl. Cell line: CAKI-1. Synergy scores: CSS=-10.9, Synergy_ZIP=1.94, Synergy_Bliss=-2.48, Synergy_Loewe=-8.49, Synergy_HSA=-8.73. (3) Drug 2: C1=C(C(=O)NC(=O)N1)N(CCCl)CCCl. Cell line: SK-OV-3. Drug 1: CC(CN1CC(=O)NC(=O)C1)N2CC(=O)NC(=O)C2. Synergy scores: CSS=27.3, Synergy_ZIP=-4.41, Synergy_Bliss=-3.22, Synergy_Loewe=-5.35, Synergy_HSA=-1.86. (4) Drug 1: C1=CC(=CC=C1CC(C(=O)O)N)N(CCCl)CCCl.Cl. Drug 2: CNC(=O)C1=NC=CC(=C1)OC2=CC=C(C=C2)NC(=O)NC3=CC(=C(C=C3)Cl)C(F)(F)F. Cell line: HS 578T. Synergy scores: CSS=39.1, Synergy_ZIP=-7.14, Synergy_Bliss=-0.512, Synergy_Loewe=-11.2, Synergy_HSA=-2.99. (5) Drug 1: COC1=NC(=NC2=C1N=CN2C3C(C(C(O3)CO)O)O)N. Drug 2: C1CC(=O)NC(=O)C1N2C(=O)C3=CC=CC=C3C2=O. Cell line: NCI/ADR-RES. Synergy scores: CSS=18.2, Synergy_ZIP=-2.84, Synergy_Bliss=3.98, Synergy_Loewe=1.09, Synergy_HSA=1.20.